From a dataset of NCI-60 drug combinations with 297,098 pairs across 59 cell lines. Regression. Given two drug SMILES strings and cell line genomic features, predict the synergy score measuring deviation from expected non-interaction effect. Drug 1: C1CC(=O)NC(=O)C1N2CC3=C(C2=O)C=CC=C3N. Drug 2: CC1=C2C(C(=O)C3(C(CC4C(C3C(C(C2(C)C)(CC1OC(=O)C(C(C5=CC=CC=C5)NC(=O)OC(C)(C)C)O)O)OC(=O)C6=CC=CC=C6)(CO4)OC(=O)C)O)C)O. Cell line: SR. Synergy scores: CSS=64.9, Synergy_ZIP=-6.69, Synergy_Bliss=-10.6, Synergy_Loewe=-8.82, Synergy_HSA=-6.25.